This data is from Full USPTO retrosynthesis dataset with 1.9M reactions from patents (1976-2016). The task is: Predict the reactants needed to synthesize the given product. Given the product [OH:12][CH2:10][CH2:3][CH:2]([CH2:40][CH:34]=[CH2:35])/[CH:1]=[CH:4]/[C:5]([O:6][CH2:7][CH3:8])=[O:9], predict the reactants needed to synthesize it. The reactants are: [CH2:1]([CH:4]1[CH2:8][CH2:7][O:6][CH:5]1[OH:9])[CH:2]=[CH2:3].[CH2:10]([O:12]C(P(C1C=CC=CC=1)(C1C=CC=CC=1)C1C=CC=CC=1)=O)C.[C:34]1([CH3:40])C=CC=C[CH:35]=1.